From a dataset of Catalyst prediction with 721,799 reactions and 888 catalyst types from USPTO. Predict which catalyst facilitates the given reaction. (1) Reactant: C(O[CH:4](O)[C:5]([C:7]1[CH:8]=[C:9]([NH:13][S:14]([C:17]2[CH:22]=[CH:21][CH:20]=[CH:19][CH:18]=2)(=[O:16])=[O:15])[CH:10]=[CH:11][CH:12]=1)=[O:6])C.C(OC([NH:31][C:32]([CH3:50])([CH3:49])[CH2:33][CH2:34][N:35]1[C:39]2[CH:40]=[N:41][C:42]([C:44]([O:46][CH2:47][CH3:48])=[O:45])=[CH:43][C:38]=2[N:37]=[CH:36]1)=O)(C)(C)C.[BH4-].[Na+].C(=O)([O-])[O-].[Na+].[Na+]. Product: [C:17]1([S:14]([NH:13][C:9]2[CH:8]=[C:7]([CH:5]([OH:6])[CH2:4][NH:31][C:32]([CH3:49])([CH3:50])[CH2:33][CH2:34][N:35]3[C:39]4[CH:40]=[N:41][C:42]([C:44]([O:46][CH2:47][CH3:48])=[O:45])=[CH:43][C:38]=4[N:37]=[CH:36]3)[CH:12]=[CH:11][CH:10]=2)(=[O:15])=[O:16])[CH:18]=[CH:19][CH:20]=[CH:21][CH:22]=1. The catalyst class is: 8. (2) Reactant: [NH2:1][C:2]1[C:7]([OH:8])=[C:6]([S:9]([N:12]2[CH2:17][CH2:16][CH:15]([N:18]3[CH2:23][CH2:22][CH2:21][CH2:20][CH2:19]3)[CH2:14][CH2:13]2)(=[O:11])=[O:10])[C:5]([Cl:24])=[CH:4][CH:3]=1.[Cl:25][C:26]1[C:27](=[O:32])[C:28](=[O:31])[C:29]=1Cl. Product: [N:18]1([CH:15]2[CH2:16][CH2:17][N:12]([S:9]([C:6]3[C:7]([OH:8])=[C:2]([NH:1][C:29]4[C:28](=[O:31])[C:27](=[O:32])[C:26]=4[Cl:25])[CH:3]=[CH:4][C:5]=3[Cl:24])(=[O:11])=[O:10])[CH2:13][CH2:14]2)[CH2:23][CH2:22][CH2:21][CH2:20][CH2:19]1. The catalyst class is: 1. (3) The catalyst class is: 3. Reactant: [C:1]([O:4][C@H:5]1[CH2:22][CH2:21][C@@:20]2([CH3:23])[C:7](=[CH:8][CH2:9][C@@H:10]3[C@@H:19]2[CH2:18][CH2:17][C@@:15]2([CH3:16])[C@H:11]3[CH2:12][C:13]([CH:25]=[O:26])=[C:14]2Cl)[CH2:6]1)(=[O:3])[CH3:2].[NH:27]1[CH:31]=[CH:30][N:29]=[N:28]1.C([O-])([O-])=O.[K+].[K+]. Product: [C:1]([O:4][C@H:5]1[CH2:22][CH2:21][C@@:20]2([CH3:23])[C:7](=[CH:8][CH2:9][C@@H:10]3[C@@H:19]2[CH2:18][CH2:17][C@@:15]2([CH3:16])[C@H:11]3[CH2:12][C:13]([CH:25]=[O:26])=[C:14]2[N:28]2[N:29]=[CH:30][CH:31]=[N:27]2)[CH2:6]1)(=[O:3])[CH3:2]. (4) Reactant: C([O:3][C:4](=[O:31])[C:5]([O:8][CH2:9][C:10]1[C:14]([CH3:15])=[C:13]([C:16]2[CH:21]=[CH:20][C:19]([Cl:22])=[CH:18][CH:17]=2)[N:12]([C:23]2[CH:28]=[CH:27][C:26]([Cl:29])=[CH:25][C:24]=2[Cl:30])[N:11]=1)([CH3:7])[CH3:6])C.[Li+].[OH-].Cl. Product: [Cl:22][C:19]1[CH:18]=[CH:17][C:16]([C:13]2[N:12]([C:23]3[CH:28]=[CH:27][C:26]([Cl:29])=[CH:25][C:24]=3[Cl:30])[N:11]=[C:10]([CH2:9][O:8][C:5]([CH3:6])([CH3:7])[C:4]([OH:31])=[O:3])[C:14]=2[CH3:15])=[CH:21][CH:20]=1. The catalyst class is: 20. (5) Reactant: [F:1][C:2]1[C:11]([CH:12]2[CH2:14][O:13]2)=[C:10]2[C:5]([CH:6]=[CH:7][C:8]([O:15][CH3:16])=[N:9]2)=[N:4][CH:3]=1.[O:17]=[C:18]1[CH2:23][S:22][C:21]2[CH:24]=[CH:25][C:26]([C:28]([NH:30][N:31]3[CH2:36][CH2:35][NH:34][CH2:33][CH2:32]3)=[O:29])=[N:27][C:20]=2[NH:19]1. Product: [F:1][C:2]1[CH:3]=[N:4][C:5]2[C:10]([C:11]=1[CH:12]([OH:13])[CH2:14][N:34]1[CH2:35][CH2:36][N:31]([NH:30][C:28]([C:26]3[CH:25]=[CH:24][C:21]4[S:22][CH2:23][C:18](=[O:17])[NH:19][C:20]=4[N:27]=3)=[O:29])[CH2:32][CH2:33]1)=[N:9][C:8]([O:15][CH3:16])=[CH:7][CH:6]=2. The catalyst class is: 3.